Dataset: Full USPTO retrosynthesis dataset with 1.9M reactions from patents (1976-2016). Task: Predict the reactants needed to synthesize the given product. (1) The reactants are: Cl[C:2]1[N:11]=[CH:10][CH:9]=[C:8]2[C:3]=1[C:4]1[CH:27]=[N:26][CH:25]=[CH:24][C:5]=1[C:6]([CH2:12][S:13]([N:16]([CH3:23])[C:17]1[CH:22]=[CH:21][CH:20]=[CH:19][CH:18]=1)(=[O:15])=[O:14])=[N:7]2.[OH-:28].[Na+]. Given the product [CH3:23][N:16]([C:17]1[CH:22]=[CH:21][CH:20]=[CH:19][CH:18]=1)[S:13]([CH2:12][C:6]1[C:5]2[CH:24]=[CH:25][N:26]=[CH:27][C:4]=2[C:3]2[C:2](=[O:28])[NH:11][CH:10]=[CH:9][C:8]=2[N:7]=1)(=[O:14])=[O:15], predict the reactants needed to synthesize it. (2) Given the product [O:1]=[C:2]([C:6]1[CH:11]=[CH:10][CH:9]=[CH:8][CH:7]=1)[C:3]([O:5][C@@H:20]1[CH:21]2[CH2:24][CH2:25][N:18]([CH2:23][CH2:22]2)[CH2:19]1)=[O:4], predict the reactants needed to synthesize it. The reactants are: [O:1]=[C:2]([C:6]1[CH:11]=[CH:10][CH:9]=[CH:8][CH:7]=1)[C:3]([OH:5])=[O:4].C(Cl)(=O)C(Cl)=O.[N:18]12[CH2:25][CH2:24][CH:21]([CH2:22][CH2:23]1)[C@@H:20](O)[CH2:19]2. (3) Given the product [CH:5]([N:1]=[N+:2]=[N-:3])=[CH:6][CH2:7][CH2:8][CH2:9][CH2:10][CH2:11][CH2:12][CH2:13][CH2:14][CH3:15], predict the reactants needed to synthesize it. The reactants are: [N-:1]=[N+:2]=[N-:3].[Na+].[CH:5](Br)=[CH:6][CH2:7][CH2:8][CH2:9][CH2:10][CH2:11][CH2:12][CH2:13][CH2:14][CH3:15].O. (4) The reactants are: O[CH2:2][C:3]1[CH:8]=[CH:7][C:6]([O:9][C:10](=[O:19])[N:11]([CH3:18])[C:12]2[CH:17]=[CH:16][CH:15]=[CH:14][CH:13]=2)=[CH:5][CH:4]=1.[OH:20][C:21]1[CH:26]=[CH:25][N:24]=[CH:23][CH:22]=1. Given the product [O:20]=[C:21]1[CH:26]=[CH:25][N:24]([CH2:2][C:3]2[CH:8]=[CH:7][C:6]([O:9][C:10](=[O:19])[N:11]([CH3:18])[C:12]3[CH:17]=[CH:16][CH:15]=[CH:14][CH:13]=3)=[CH:5][CH:4]=2)[CH:23]=[CH:22]1, predict the reactants needed to synthesize it. (5) Given the product [F:47][C:44]1[CH:45]=[CH:46][C:41]2[N:42]([C:38]([C:31]3[N:30]=[C:29]4[C:34]([NH:35][C:36](=[O:37])[N:28]4[C@@H:20]([C:21]4[CH:26]=[CH:25][C:24]([F:27])=[CH:23][N:22]=4)[CH2:19][OH:18])=[CH:33][N:32]=3)=[CH:39][N:40]=2)[CH:43]=1, predict the reactants needed to synthesize it. The reactants are: [Si]([O:18][CH2:19][C@@H:20]([N:28]1[C:36](=[O:37])[NH:35][C:34]2[C:29]1=[N:30][C:31]([C:38]1[N:42]3[CH:43]=[C:44]([F:47])[CH:45]=[CH:46][C:41]3=[N:40][CH:39]=1)=[N:32][CH:33]=2)[C:21]1[CH:26]=[CH:25][C:24]([F:27])=[CH:23][N:22]=1)(C(C)(C)C)(C1C=CC=CC=1)C1C=CC=CC=1. (6) The reactants are: [F:1][C:2]([F:9])([S:5]([O-:8])(=[O:7])=[O:6])[CH2:3]O.[CH2:10]([N+:17]([CH3:20])([CH3:19])[CH3:18])[C:11]1[CH:16]=[CH:15][CH:14]=[CH:13][CH:12]=1.FC(F)(S([O-])(=O)=O)CO.C1([S+](C2C=CC=CC=2)C2C=CC=CC=2)C=CC=CC=1.[Cl:49][CH2:50][CH2:51][CH2:52]C(Cl)=O.Cl. Given the product [Cl:49][CH2:50][CH2:51][CH2:52][CH2:3][C:2]([F:9])([F:1])[S:5]([O-:8])(=[O:7])=[O:6].[CH2:10]([N+:17]([CH3:20])([CH3:19])[CH3:18])[C:11]1[CH:16]=[CH:15][CH:14]=[CH:13][CH:12]=1, predict the reactants needed to synthesize it. (7) Given the product [C:13]1([NH:19][CH2:20][CH2:21][NH:22][C:10]([C:2]2[NH:1][C:5]3=[CH:6][N:7]=[CH:8][CH:9]=[C:4]3[CH:3]=2)=[O:12])[CH:18]=[CH:17][CH:16]=[CH:15][CH:14]=1, predict the reactants needed to synthesize it. The reactants are: [NH:1]1[C:5]2=[CH:6][N:7]=[CH:8][CH:9]=[C:4]2[CH:3]=[C:2]1[C:10]([OH:12])=O.[C:13]1([NH:19][CH2:20][CH2:21][NH2:22])[CH:18]=[CH:17][CH:16]=[CH:15][CH:14]=1. (8) Given the product [Cl:33][C:30]1[CH:29]=[CH:28][C:27]([N:26]([C@H:19]2[C:20]3[C:25](=[CH:24][CH:23]=[CH:22][CH:21]=3)[N:16]([C:14](=[O:15])[C:11]3[CH:10]=[CH:9][C:8]([O:7][CH2:6][CH2:5][CH2:4][C:3]4[O:2][N:42]=[C:39]([CH3:40])[N:41]=4)=[CH:13][CH:12]=3)[C@@H:17]([CH3:37])[CH2:18]2)[C:34](=[O:36])[CH3:35])=[CH:32][CH:31]=1, predict the reactants needed to synthesize it. The reactants are: C[O:2][C:3](=O)[CH2:4][CH2:5][CH2:6][O:7][C:8]1[CH:13]=[CH:12][C:11]([C:14]([N:16]2[C:25]3[C:20](=[CH:21][CH:22]=[CH:23][CH:24]=3)[C@H:19]([N:26]([C:34](=[O:36])[CH3:35])[C:27]3[CH:32]=[CH:31][C:30]([Cl:33])=[CH:29][CH:28]=3)[CH2:18][C@@H:17]2[CH3:37])=[O:15])=[CH:10][CH:9]=1.[C:39](=[N:42]O)([NH2:41])[CH3:40].[H-].[Na+]. (9) Given the product [CH3:33][CH:34]([NH:3][CH3:2])[CH2:35][C:36]1[CH:42]=[CH:43][C:44]2[O:45][CH2:41][O:40][C:38]=2[CH:37]=1, predict the reactants needed to synthesize it. The reactants are: C(N(CC(O)=O)CC(O)=O)[CH2:2][N:3](CC(O)=O)CC(O)=O.C(O)[C@H]([C@H]([C@@H]([C@@H](CO)O)O)O)O.[CH2:33](O)[C@H:34]1O[C@H:38]([O:40][C@:41]2(CO)[O:45][C@H:44](CO)[C@@H:43](O)[C@@H:42]2O)[C@H:37](O)[C@@H:36](O)[C@@H:35]1O.CC[Hg]SC1C(C([O-])=O)=CC=CC=1.[Na+]. (10) The reactants are: CC1(C)[O:7][CH2:6][C:5]([NH:11]C(=O)OC(C)(C)C)([CH2:8][S:9][CH3:10])[CH2:4][O:3]1.[ClH:20]. Given the product [ClH:20].[NH2:11][C:5]([CH2:8][S:9][CH3:10])([CH2:6][OH:7])[CH2:4][OH:3], predict the reactants needed to synthesize it.